Dataset: Catalyst prediction with 721,799 reactions and 888 catalyst types from USPTO. Task: Predict which catalyst facilitates the given reaction. (1) Reactant: [C:1]([O:5][C:6]([NH:8][C:9]1[C:10]([CH3:21])=[CH:11][C:12]([C:16](OCC)=[O:17])=[N:13][C:14]=1[I:15])=[O:7])([CH3:4])([CH3:3])[CH3:2].[H-].C([Al+]CC(C)C)C(C)C.Cl. Product: [C:1]([O:5][C:6]([NH:8][C:9]1[C:14]([I:15])=[N:13][C:12]([CH2:16][OH:17])=[CH:11][C:10]=1[CH3:21])=[O:7])([CH3:4])([CH3:2])[CH3:3]. The catalyst class is: 11. (2) Reactant: [C:1]([NH:4][C:5]1[S:6][C:7]([C:11]2[S:15][C:14]([S:16](Cl)(=[O:18])=[O:17])=[CH:13][CH:12]=2)=[C:8]([CH3:10])[N:9]=1)(=[O:3])[CH3:2].[CH3:20][N:21]1[CH2:26][CH2:25][NH:24][CH2:23][CH2:22]1.CCN(C(C)C)C(C)C.O. The catalyst class is: 2. Product: [CH3:10][C:8]1[N:9]=[C:5]([NH:4][C:1](=[O:3])[CH3:2])[S:6][C:7]=1[C:11]1[S:15][C:14]([S:16]([N:24]2[CH2:25][CH2:26][N:21]([CH3:20])[CH2:22][CH2:23]2)(=[O:18])=[O:17])=[CH:13][CH:12]=1. (3) Reactant: [CH2:1]([CH:8]1[CH2:13][CH2:12][NH:11][CH2:10][CH2:9]1)[C:2]1[CH:7]=[CH:6][CH:5]=[CH:4][CH:3]=1.C(N(CC)CC)C.[CH2:21]([O:28][C:29](=[O:32])[CH2:30]Br)[C:22]1[CH:27]=[CH:26][CH:25]=[CH:24][CH:23]=1. Product: [CH2:21]([O:28][C:29](=[O:32])[CH2:30][N:11]1[CH2:12][CH2:13][CH:8]([CH2:1][C:2]2[CH:7]=[CH:6][CH:5]=[CH:4][CH:3]=2)[CH2:9][CH2:10]1)[C:22]1[CH:27]=[CH:26][CH:25]=[CH:24][CH:23]=1. The catalyst class is: 317. (4) Reactant: [N:1]1([CH2:7][CH2:8][CH2:9][NH2:10])[CH2:6][CH2:5][CH2:4][CH2:3][CH2:2]1.[CH3:11][O:12][CH:13]([O:16][CH3:17])[CH:14]=O.S([O-])([O-])(=O)=O.[Mg+2].CC(O)=O.C([BH3-])#N.[Na+]. Product: [CH3:11][O:12][CH:13]([O:16][CH3:17])[CH2:14][NH:10][CH2:9][CH2:8][CH2:7][N:1]1[CH2:6][CH2:5][CH2:4][CH2:3][CH2:2]1. The catalyst class is: 5. (5) Reactant: C[C:2](C)([O-:4])C.[K+].Br[C:8]1[CH:21]=[CH:20][C:11]2[NH:12][C:13](=[O:19])CN(C)[C:16](=[O:17])[C:10]=2[CH:9]=1.P(Cl)(OCC)(OCC)=[O:23].[N+](CC(OCCCC)=O)#[C-]. Product: [CH3:2][O:4][C:8]1[CH:21]=[CH:20][C:11]2[NH:12][C:13](=[O:19])[O:17][C:16](=[O:23])[C:10]=2[CH:9]=1. The catalyst class is: 1.